Dataset: Reaction yield outcomes from USPTO patents with 853,638 reactions. Task: Predict the reaction yield, written as a fraction of the theoretical maximum amount of product (1.0 means a 100% yield; for example, 0.34 means a 34% yield). (1) The reactants are [CH3:1][C:2]1([CH3:35])[C:14]2[NH:13][C:12]3[CH:11]=[C:10]([C:15]([NH2:17])=O)[CH:9]=[CH:8][C:7]=3[C:6]=2[C:5](=[O:18])[C:4]2[CH:19]=[N:20][C:21]([N:23]3[CH2:28][CH2:27][CH:26]([N:29]4[CH2:34][CH2:33][O:32][CH2:31][CH2:30]4)[CH2:25][CH2:24]3)=[CH:22][C:3]1=2.S(Cl)(Cl)=O. The catalyst is CN(C=O)C.O. The product is [CH3:1][C:2]1([CH3:35])[C:14]2[NH:13][C:12]3[CH:11]=[C:10]([C:15]#[N:17])[CH:9]=[CH:8][C:7]=3[C:6]=2[C:5](=[O:18])[C:4]2[CH:19]=[N:20][C:21]([N:23]3[CH2:24][CH2:25][CH:26]([N:29]4[CH2:30][CH2:31][O:32][CH2:33][CH2:34]4)[CH2:27][CH2:28]3)=[CH:22][C:3]1=2. The yield is 0.490. (2) The reactants are Br[C:2]1[CH:7]=[CH:6][C:5]([C:8]([N:10]2[CH2:14][CH2:13][CH2:12][CH2:11]2)=[O:9])=[CH:4][C:3]=1[F:15].[F:16][C:17]([F:28])([F:27])[C:18]1[C:19]2[CH2:26][O:25][CH2:24][CH2:23][C:20]=2[NH:21][N:22]=1.CN(C)CC(O)=O.C(=O)([O-])[O-].[K+].[K+]. The catalyst is CS(C)=O.[Cu]I. The product is [F:15][C:3]1[CH:4]=[C:5]([C:8]([N:10]2[CH2:14][CH2:13][CH2:12][CH2:11]2)=[O:9])[CH:6]=[CH:7][C:2]=1[N:21]1[C:20]2[CH2:23][CH2:24][O:25][CH2:26][C:19]=2[C:18]([C:17]([F:16])([F:28])[F:27])=[N:22]1. The yield is 0.100. (3) The reactants are [NH2:1][CH2:2][CH2:3][O:4][C:5]1[C:10]([CH3:11])=[CH:9][C:8]([C:12]2[NH:21][C:20](=[O:22])[C:19]3[C:14](=[CH:15][C:16]([O:25][CH3:26])=[CH:17][C:18]=3[O:23][CH3:24])[N:13]=2)=[CH:7][C:6]=1[CH3:27].Br[C:29]#[N:30].C([O-])(O)=O.[Na+]. The catalyst is CO. The product is [CH3:24][O:23][C:18]1[CH:17]=[C:16]([O:25][CH3:26])[CH:15]=[C:14]2[C:19]=1[C:20](=[O:22])[NH:21][C:12]([C:8]1[CH:9]=[C:10]([CH3:11])[C:5]([O:4][CH2:3][CH2:2][NH:1][C:29]#[N:30])=[C:6]([CH3:27])[CH:7]=1)=[N:13]2. The yield is 0.740. (4) The reactants are [CH2:1]([N:8]1[C:16]2[C:15](=[O:17])[N:14]([CH2:18][CH2:19][CH2:20][OH:21])[C:13](=[O:22])[NH:12][C:11]=2[N:10]=[C:9]1[Cl:23])[C:2]1[CH:7]=[CH:6][CH:5]=[CH:4][CH:3]=1.I[CH2:25][CH3:26].C(=O)([O-])[O-].[K+].[K+]. The catalyst is CN(C=O)C.C(OCC)(=O)C. The product is [CH2:1]([N:8]1[C:16]2[C:15](=[O:17])[N:14]([CH2:18][CH2:19][CH2:20][OH:21])[C:13](=[O:22])[N:12]([CH2:25][CH3:26])[C:11]=2[N:10]=[C:9]1[Cl:23])[C:2]1[CH:7]=[CH:6][CH:5]=[CH:4][CH:3]=1. The yield is 0.923.